This data is from Catalyst prediction with 721,799 reactions and 888 catalyst types from USPTO. The task is: Predict which catalyst facilitates the given reaction. (1) Reactant: [F:1][C:2]([F:20])([F:19])[C:3]([NH:5][CH2:6][C@H:7]1[CH2:11][CH2:10][N:9](C(OC(C)(C)C)=O)[CH2:8]1)=[O:4].[ClH:21]. Product: [ClH:21].[F:20][C:2]([F:1])([F:19])[C:3]([NH:5][CH2:6][C@H:7]1[CH2:11][CH2:10][NH:9][CH2:8]1)=[O:4]. The catalyst class is: 135. (2) Reactant: [CH2:1]([N:3]([CH:27]1[CH2:32][CH2:31][O:30][CH2:29][CH2:28]1)[C:4]1[C:5]([CH3:26])=[C:6]([CH:10]=[C:11]([C:13]2[CH:18]=[CH:17][C:16]([CH2:19][N:20]3[CH2:25][CH2:24][O:23][CH2:22][CH2:21]3)=[CH:15][CH:14]=2)[CH:12]=1)[C:7]([OH:9])=O)[CH3:2].CN(C(ON1N=NC2C=CC=NC1=2)=[N+](C)C)C.F[P-](F)(F)(F)(F)F.CCN(C(C)C)C(C)C.[NH2:66][CH2:67][C:68]1[C:69](=[O:77])[NH:70][C:71]([CH3:76])=[C:72]([F:75])[C:73]=1[CH3:74]. Product: [CH2:1]([N:3]([CH:27]1[CH2:28][CH2:29][O:30][CH2:31][CH2:32]1)[C:4]1[C:5]([CH3:26])=[C:6]([C:7]([NH:66][CH2:67][C:68]2[C:69](=[O:77])[NH:70][C:71]([CH3:76])=[C:72]([F:75])[C:73]=2[CH3:74])=[O:9])[CH:10]=[C:11]([C:13]2[CH:14]=[CH:15][C:16]([CH2:19][N:20]3[CH2:25][CH2:24][O:23][CH2:22][CH2:21]3)=[CH:17][CH:18]=2)[CH:12]=1)[CH3:2]. The catalyst class is: 3. (3) The catalyst class is: 108. Reactant: Br[C:2]1[CH:3]=[C:4]([NH:8][CH:9]([C:13]2[CH:18]=[CH:17][CH:16]=[CH:15][C:14]=2[CH3:19])[C:10]([NH2:12])=[O:11])[CH:5]=[N:6][CH:7]=1.C([O-])([O-])=O.[K+].[K+].[Cl:26][C:27]1[CH:28]=[CH:29][C:30]([F:36])=[C:31](B(O)O)[CH:32]=1. Product: [Cl:26][C:27]1[CH:32]=[CH:31][C:30]([F:36])=[C:29]([C:2]2[CH:3]=[C:4]([NH:8][CH:9]([C:13]3[CH:18]=[CH:17][CH:16]=[CH:15][C:14]=3[CH3:19])[C:10]([NH2:12])=[O:11])[CH:5]=[N:6][CH:7]=2)[CH:28]=1. (4) Reactant: [C:1]([O:5][C:6](=[O:30])[NH:7][CH:8]([CH2:19][C:20]1[C:28]2[C:23](=[CH:24][CH:25]=[C:26]([OH:29])[CH:27]=2)[NH:22][CH:21]=1)[C:9]([N:11]1[CH2:15][CH2:14][CH2:13][CH:12]1[C:16](=[O:18])[NH2:17])=[O:10])([CH3:4])([CH3:3])[CH3:2].C(=O)([O-])[O-].[K+].[K+].S(OCC)(O[CH2:41][CH3:42])(=O)=O. Product: [C:1]([O:5][C:6](=[O:30])[NH:7][C@@H:8]([CH2:19][C:20]1[C:28]2[C:23](=[CH:24][CH:25]=[C:26]([O:29][CH2:41][CH3:42])[CH:27]=2)[NH:22][CH:21]=1)[C:9]([N:11]1[CH2:15][CH2:14][CH2:13][C@H:12]1[C:16](=[O:18])[NH2:17])=[O:10])([CH3:4])([CH3:2])[CH3:3]. The catalyst class is: 7. (5) Reactant: [H-].[Na+].CN(C=O)C.[F:8][C:9]1[CH:14]=[C:13]([F:15])[CH:12]=[CH:11][C:10]=1[C:16]1[C:20]([C:21]2[CH:22]=[CH:23][C:24]3[N:25]([C:27]([CH:30]([CH3:32])[CH3:31])=[N:28][N:29]=3)[N:26]=2)=[CH:19][NH:18][N:17]=1.S(O[CH:44]1[CH2:48][CH2:47][N:46]([C:49]([O:51][C:52]([CH3:55])([CH3:54])[CH3:53])=[O:50])[CH2:45]1)(C1C=CC(C)=CC=1)(=O)=O. Product: [F:8][C:9]1[CH:14]=[C:13]([F:15])[CH:12]=[CH:11][C:10]=1[C:16]1[C:20]([C:21]2[CH:22]=[CH:23][C:24]3[N:25]([C:27]([CH:30]([CH3:32])[CH3:31])=[N:28][N:29]=3)[N:26]=2)=[CH:19][N:18]([CH:48]2[CH2:44][CH2:45][N:46]([C:49]([O:51][C:52]([CH3:55])([CH3:54])[CH3:53])=[O:50])[CH2:47]2)[N:17]=1. The catalyst class is: 2. (6) Reactant: CCN(C(C)C)C(C)C.[Li]CCCC.CN(P(N(C)C)(N(C)C)=O)C.[O:26]1[CH2:31][CH2:30][CH:29]=[C:28]([C:32]([O:34][CH2:35][C:36]2[CH:41]=[CH:40][CH:39]=[CH:38][CH:37]=2)=[O:33])[CH2:27]1.Cl[CH2:43][O:44][CH2:45][C:46]1[CH:51]=[CH:50][CH:49]=[CH:48][CH:47]=1. Product: [CH2:45]([O:44][CH2:43][C:28]1([C:32]([O:34][CH2:35][C:36]2[CH:41]=[CH:40][CH:39]=[CH:38][CH:37]=2)=[O:33])[CH:29]=[CH:30][CH2:31][O:26][CH2:27]1)[C:46]1[CH:51]=[CH:50][CH:49]=[CH:48][CH:47]=1. The catalyst class is: 49. (7) Reactant: [C:1]([C:4]1[C:22](=[O:23])[C@@:8]2([CH3:24])[C:9]3[C:15]([OH:16])=[CH:14][C:13]([O:17][CH3:18])=[C:12]([C:19]([NH2:21])=[O:20])[C:10]=3[O:11][C:7]2=[CH:6][C:5]=1[OH:25])(=[O:3])[CH3:2].[CH2:26]([C:28]1[CH:37]=[C:36]([F:38])[C:35]2[C:30](=[CH:31][C:32]([CH3:39])=[CH:33][CH:34]=2)[C:29]=1[CH:40]=O)[CH3:27].C([SiH](CC)CC)C.FC(F)(F)C(O)=O. Product: [C:1]([C:4]1[C:22](=[O:23])[C@@:8]2([CH3:24])[C:9]3[C:15]([OH:16])=[CH:14][C:13]([O:17][CH3:18])=[C:12]([C:19]([NH:21][CH2:40][C:29]4[C:30]5[C:35](=[CH:34][CH:33]=[C:32]([CH3:39])[CH:31]=5)[C:36]([F:38])=[CH:37][C:28]=4[CH2:26][CH3:27])=[O:20])[C:10]=3[O:11][C:7]2=[CH:6][C:5]=1[OH:25])(=[O:3])[CH3:2]. The catalyst class is: 10. (8) Reactant: [OH:1][C:2]1[CH:7]=[CH:6][C:5]([C:8](=[O:10])[CH3:9])=[CH:4][CH:3]=1.C(=O)([O-])[O-].[K+].[K+].S(O[CH2:22][CH2:23][C:24]1[CH:29]=[CH:28][C:27]([Cl:30])=[CH:26][CH:25]=1)(=O)(=O)C. Product: [Cl:30][C:27]1[CH:28]=[CH:29][C:24]([CH2:23][CH2:22][O:1][C:2]2[CH:7]=[CH:6][C:5]([C:8](=[O:10])[CH3:9])=[CH:4][CH:3]=2)=[CH:25][CH:26]=1. The catalyst class is: 3.